This data is from Reaction yield outcomes from USPTO patents with 853,638 reactions. The task is: Predict the reaction yield, written as a fraction of the theoretical maximum amount of product (1.0 means a 100% yield; for example, 0.34 means a 34% yield). (1) The reactants are Cl[C:2]1[C:3]([C:27]#[N:28])=[C:4]([N:11](CC2C=CC(OC)=CC=2)[C:12]2[CH:17]=[CH:16][CH:15]=[CH:14][CH:13]=2)[C:5]2[N:6]([CH:8]=[CH:9][N:10]=2)[N:7]=1.[C@H:29]1([NH2:36])[CH2:34][CH2:33][C@H:32]([NH2:35])[CH2:31][CH2:30]1.C(=O)([O-])[O-].[Cs+].[Cs+].C(O)(C(F)(F)F)=O. The catalyst is CC([O-])=O.CC([O-])=O.[Pd+2]. The product is [NH2:35][C@H:32]1[CH2:33][CH2:34][C@H:29]([NH:36][C:2]2[C:3]([C:27]#[N:28])=[C:4]([NH:11][C:12]3[CH:13]=[CH:14][CH:15]=[CH:16][CH:17]=3)[C:5]3[N:6]([CH:8]=[CH:9][N:10]=3)[N:7]=2)[CH2:30][CH2:31]1. The yield is 0.180. (2) The reactants are C(N(C(C)C)CC)(C)C.Cl.COC(=O)[C@H](C[C:17]([C:19]1[S:20][CH:21]=[CH:22][CH:23]=1)=[O:18])N.[Cl:25][C:26]1[CH:34]=[C:33]([C:35]([NH:37][CH2:38][C:39]2[CH:44]=[C:43]([OH:45])[CH:42]=[C:41]([OH:46])[CH:40]=2)=[O:36])[CH:32]=[CH:31][C:27]=1[C:28]([OH:30])=O.CN(C(O[N:55]1N=[N:62][C:57]2[CH:58]=CC=C[C:56]1=2)=[N+](C)C)C.F[P-](F)(F)(F)(F)F.C1C=CC2N([OH:80])N=NC=2C=1.CN(C)[CH:83]=[O:84]. No catalyst specified. The product is [Cl:25][C:26]1[CH:34]=[C:33]([C:35]([NH:37][CH2:38][C:39]2[CH:44]=[C:43]([OH:45])[CH:42]=[C:41]([OH:46])[CH:40]=2)=[O:36])[CH:32]=[CH:31][C:27]=1[C:28]([NH:62][C@H:57]([C:58]([O:84][CH3:83])=[O:80])[CH2:56][NH:55][C:17]([C:19]1[S:20][CH:21]=[CH:22][CH:23]=1)=[O:18])=[O:30]. The yield is 0.410.